Dataset: Full USPTO retrosynthesis dataset with 1.9M reactions from patents (1976-2016). Task: Predict the reactants needed to synthesize the given product. Given the product [S:4]1[C:5]2[CH:11]=[CH:10][CH:9]=[CH:8][C:6]=2[N:7]=[C:3]1[NH:1][N:2]=[CH:17][C:16]1[CH:19]=[CH:20][C:13]([OH:12])=[CH:14][CH:15]=1, predict the reactants needed to synthesize it. The reactants are: [NH:1]([C:3]1[S:4][C:5]2[CH:11]=[CH:10][CH:9]=[CH:8][C:6]=2[N:7]=1)[NH2:2].[OH:12][C:13]1[CH:20]=[CH:19][C:16]([CH:17]=O)=[CH:15][CH:14]=1.